From a dataset of Peptide-MHC class I binding affinity with 185,985 pairs from IEDB/IMGT. Regression. Given a peptide amino acid sequence and an MHC pseudo amino acid sequence, predict their binding affinity value. This is MHC class I binding data. The peptide sequence is FLMMNKDEL. The MHC is H-2-Kb with pseudo-sequence H-2-Kb. The binding affinity (normalized) is 0.0727.